This data is from Full USPTO retrosynthesis dataset with 1.9M reactions from patents (1976-2016). The task is: Predict the reactants needed to synthesize the given product. (1) The reactants are: [NH2:1][C:2]1[CH:7]=[CH:6][C:5]([N:8]2[C:14](=[O:15])[CH2:13][C:12](=[O:16])[NH:11][C:10]3[C:17]4[C:22]([CH:23]=[CH:24][C:9]2=3)=[CH:21][CH:20]=[CH:19][CH:18]=4)=[CH:4][CH:3]=1.[N:25]1[CH:30]=[CH:29][CH:28]=[C:27]([S:31](Cl)(=[O:33])=[O:32])[CH:26]=1. Given the product [O:16]=[C:12]1[NH:11][C:10]2[C:17]3[C:22]([CH:23]=[CH:24][C:9]=2[N:8]([C:5]2[CH:6]=[CH:7][C:2]([NH:1][S:31]([C:27]4[CH:26]=[N:25][CH:30]=[CH:29][CH:28]=4)(=[O:33])=[O:32])=[CH:3][CH:4]=2)[C:14](=[O:15])[CH2:13]1)=[CH:21][CH:20]=[CH:19][CH:18]=3, predict the reactants needed to synthesize it. (2) Given the product [Cl:8][C:5]1[CH:6]=[CH:7][C:2]([C:18]2[C:19]([C:20]([O:22][CH2:23][CH3:24])=[O:21])=[CH:25][CH:26]=[CH:27][CH:28]=2)=[C:3]([CH3:9])[CH:4]=1, predict the reactants needed to synthesize it. The reactants are: Br[C:2]1[CH:7]=[CH:6][C:5]([Cl:8])=[CH:4][C:3]=1[CH3:9].CC1(C)C(C)(C)OB([C:18]2[CH:28]=[CH:27][CH:26]=[CH:25][C:19]=2[C:20]([O:22][CH2:23][CH3:24])=[O:21])O1.C1(C)C=CC=CC=1.P([O-])([O-])([O-])=O.[K+].[K+].[K+]. (3) The reactants are: Cl[C:2]1[CH:7]=[C:6]([O:8][CH2:9][C:10]#[C:11][CH3:12])[N:5]=[CH:4][N:3]=1.C(=O)([O-])[O-].[K+].[K+].[C:19]([C:21]1[CH:26]=[CH:25][CH:24]=[CH:23][C:22]=1[OH:27])#[N:20].[Cl-].[NH4+]. Given the product [CH2:9]([O:8][C:6]1[CH:7]=[C:2]([O:27][C:22]2[CH:23]=[CH:24][CH:25]=[CH:26][C:21]=2[C:19]#[N:20])[N:3]=[CH:4][N:5]=1)[C:10]#[C:11][CH3:12], predict the reactants needed to synthesize it. (4) Given the product [Cl:1][C:2]1[N:7]=[C:6]([Cl:8])[CH:5]=[C:4]([C:10]2[CH:15]=[CH:14][CH:13]=[CH:12][CH:11]=2)[N:3]=1, predict the reactants needed to synthesize it. The reactants are: [Cl:1][C:2]1[N:7]=[C:6]([Cl:8])[CH:5]=[C:4](Cl)[N:3]=1.[C:10]1(B(O)O)[CH:15]=[CH:14][CH:13]=[CH:12][CH:11]=1. (5) Given the product [Cl:11][C:7]1[C:8]([Cl:10])=[CH:9][C:4]([C:3]([OH:15])=[O:2])=[C:5]([N+:12]([O-:14])=[O:13])[CH:6]=1, predict the reactants needed to synthesize it. The reactants are: C[O:2][C:3](=[O:15])[C:4]1[CH:9]=[C:8]([Cl:10])[C:7]([Cl:11])=[CH:6][C:5]=1[N+:12]([O-:14])=[O:13].[Li+].[OH-].Cl. (6) Given the product [Br:1][C:2]1[C:3]([Cl:10])=[CH:4][C:5]([CH:11]=[CH2:12])=[C:6]([NH2:8])[CH:7]=1, predict the reactants needed to synthesize it. The reactants are: [Br:1][C:2]1[C:3]([Cl:10])=[CH:4][C:5](I)=[C:6]([NH2:8])[CH:7]=1.[CH2:11]([Sn](CCCC)(CCCC)C=C)[CH2:12]CC. (7) Given the product [C:7]1([CH2:9][P:15](=[O:16])([OH:22])[OH:19])[CH:8]=[C:3]([CH2:2][P:15](=[O:22])([OH:19])[OH:16])[C:4]([CH2:13][P:15](=[O:22])([OH:19])[OH:16])=[CH:5][C:6]=1[CH2:11][P:15](=[O:22])([OH:19])[OH:16], predict the reactants needed to synthesize it. The reactants are: Br[CH2:2][C:3]1[CH:8]=[C:7]([CH2:9]Br)[C:6]([CH2:11]Br)=[CH:5][C:4]=1[CH2:13]Br.[P:15]([O:22]CC)([O:19]CC)[O:16]CC. (8) Given the product [C:1]([O:5][C:6](=[O:18])[CH2:7][N:8]1[C:9](=[O:17])[C:10]2[C:11](=[CH:12][CH:13]=[CH:14][CH:15]=2)[NH:16][C:20]1=[O:22])([CH3:4])([CH3:2])[CH3:3], predict the reactants needed to synthesize it. The reactants are: [C:1]([O:5][C:6](=[O:18])[CH2:7][NH:8][C:9](=[O:17])[C:10]1[CH:15]=[CH:14][CH:13]=[CH:12][C:11]=1[NH2:16])([CH3:4])([CH3:3])[CH3:2].Cl[C:20](Cl)([O:22]C(=O)OC(Cl)(Cl)Cl)Cl.C(N(CC)CC)C.O. (9) Given the product [CH3:8][C@H:9]1[C:17]2[C:16]([CH:18]3[CH2:23][CH2:22][NH:21][CH2:20][CH2:19]3)=[N:15][CH:14]=[N:13][C:12]=2[CH2:11][CH2:10]1, predict the reactants needed to synthesize it. The reactants are: C(O)(C(F)(F)F)=O.[CH3:8][C@H:9]1[C:17]2[C:16]([CH:18]3[CH2:23][CH2:22][N:21](C(OC(C)(C)C)=O)[CH2:20][CH2:19]3)=[N:15][CH:14]=[N:13][C:12]=2[CH2:11][CH2:10]1. (10) The reactants are: C12BC(CCC1)CCC2.[CH:10]1([CH2:13][O:14][C@@H:15]([C@@H:27]([O:29][CH2:30][C:31]2[CH:36]=[CH:35][C:34]([O:37][CH3:38])=[CH:33][CH:32]=2)[CH3:28])[C@H:16]([CH:25]=[CH2:26])[CH2:17][C:18]2[CH:23]=[CH:22][C:21]([F:24])=[CH:20][CH:19]=2)[CH2:12][CH2:11]1.[O-]P([O-])([O-])=O.[K+].[K+].[K+].Br/[CH:48]=[C:49](\[NH:60][C:61]([O:63][C:64]([CH3:67])([CH3:66])[CH3:65])=[O:62])/[C:50]([O:52][CH2:53][C:54]1[CH:59]=[CH:58][CH:57]=[CH:56][CH:55]=1)=[O:51]. Given the product [C:64]([O:63][C:61]([NH:60]/[C:49](=[CH:48]\[CH2:26][CH2:25][C@H:16]([CH2:17][C:18]1[CH:23]=[CH:22][C:21]([F:24])=[CH:20][CH:19]=1)[C@@H:15]([O:14][CH2:13][CH:10]1[CH2:11][CH2:12]1)[C@@H:27]([O:29][CH2:30][C:31]1[CH:36]=[CH:35][C:34]([O:37][CH3:38])=[CH:33][CH:32]=1)[CH3:28])/[C:50]([O:52][CH2:53][C:54]1[CH:59]=[CH:58][CH:57]=[CH:56][CH:55]=1)=[O:51])=[O:62])([CH3:67])([CH3:66])[CH3:65], predict the reactants needed to synthesize it.